This data is from Peptide-MHC class II binding affinity with 134,281 pairs from IEDB. The task is: Regression. Given a peptide amino acid sequence and an MHC pseudo amino acid sequence, predict their binding affinity value. This is MHC class II binding data. (1) The MHC is HLA-DQA10101-DQB10501 with pseudo-sequence HLA-DQA10101-DQB10501. The binding affinity (normalized) is 0.184. The peptide sequence is GGSILKISNKFHTKG. (2) The peptide sequence is KLTITGKGTLDGQGK. The MHC is HLA-DPA10103-DPB10301 with pseudo-sequence HLA-DPA10103-DPB10301. The binding affinity (normalized) is 0. (3) The peptide sequence is AFILDGDNLAPKV. The MHC is DRB1_0401 with pseudo-sequence DRB1_0401. The binding affinity (normalized) is 0.633. (4) The peptide sequence is TNILEAKYWCPDSME. The MHC is HLA-DQA10501-DQB10302 with pseudo-sequence HLA-DQA10501-DQB10302. The binding affinity (normalized) is 0.165.